From a dataset of Retrosynthesis with 50K atom-mapped reactions and 10 reaction types from USPTO. Predict the reactants needed to synthesize the given product. (1) Given the product CC(C)(C)C1CCC2C(C1)C2C(=O)O, predict the reactants needed to synthesize it. The reactants are: CCOC(=O)C1C2CCC(C(C)(C)C)CC21. (2) Given the product N#CCn1c(C2CC2)cc2c(C(F)(F)F)c(C#N)ccc21, predict the reactants needed to synthesize it. The reactants are: N#CCBr.N#Cc1ccc2[nH]c(C3CC3)cc2c1C(F)(F)F. (3) Given the product NCCc1ccc(OCc2ccccc2)cc1, predict the reactants needed to synthesize it. The reactants are: N#CCc1ccc(OCc2ccccc2)cc1. (4) Given the product C=C[C@@H]1C[C@]1(NC(=O)OC(C)(C)C)C(=O)NS(=O)(=O)C1(CCC)CC1, predict the reactants needed to synthesize it. The reactants are: C=C[C@@H]1C[C@]1(NC(=O)OC(C)(C)C)C(=O)O.CCCC1(S(N)(=O)=O)CC1. (5) Given the product CCS(=O)(=O)c1ccc(Cl)cc1Cn1c(=O)[nH]c2c(Cl)c(C=O)c(OC(F)(F)F)cc2c1=O, predict the reactants needed to synthesize it. The reactants are: CCS(=O)(=O)c1ccc(Cl)cc1Cn1c(=O)[nH]c2c(Cl)c(C3OCCO3)c(OC(F)(F)F)cc2c1=O.